This data is from Reaction yield outcomes from USPTO patents with 853,638 reactions. The task is: Predict the reaction yield, written as a fraction of the theoretical maximum amount of product (1.0 means a 100% yield; for example, 0.34 means a 34% yield). (1) The reactants are [OH:1][CH2:2][CH:3]1[CH2:8][CH2:7][CH2:6][N:5]([C:9]([O:11][C:12]([CH3:15])([CH3:14])[CH3:13])=[O:10])[CH2:4]1.[N+:16]([C:19]1[CH:26]=[CH:25][CH:24]=[C:23]([N+]([O-])=O)[C:20]=1[C:21]#[N:22])([O-:18])=[O:17].C(OC(C)(C)C)=O. No catalyst specified. The product is [C:21]([C:20]1[C:19]([N+:16]([O-:18])=[O:17])=[CH:26][CH:25]=[CH:24][C:23]=1[O:1][CH2:2][CH:3]1[CH2:8][CH2:7][CH2:6][N:5]([C:9]([O:11][C:12]([CH3:15])([CH3:14])[CH3:13])=[O:10])[CH2:4]1)#[N:22]. The yield is 0.580. (2) The product is [O:19]1[CH2:24][CH2:23][CH:22]([CH2:25][CH2:26][NH:27][CH2:1][C:3]2[CH:18]=[CH:17][C:6]([O:7][C:8]3[N:9]=[CH:10][C:11]([C:14]([NH2:16])=[O:15])=[N:12][CH:13]=3)=[CH:5][CH:4]=2)[CH2:21][CH2:20]1. The catalyst is CO. The reactants are [CH:1]([C:3]1[CH:18]=[CH:17][C:6]([O:7][C:8]2[N:9]=[CH:10][C:11]([C:14]([NH2:16])=[O:15])=[N:12][CH:13]=2)=[CH:5][CH:4]=1)=O.[O:19]1[CH2:24][CH2:23][CH:22]([CH2:25][CH2:26][NH2:27])[CH2:21][CH2:20]1.[BH4-].[Na+]. The yield is 0.372. (3) The reactants are [Cl:1][C:2]1[CH:7]=[CH:6][C:5]([O:8][C:9]2[CH:10]=[N:11][C:12]([N+:15]([O-])=O)=[CH:13][CH:14]=2)=[CH:4][C:3]=1[NH:18][C:19](=[O:25])[O:20][C:21]([CH3:24])([CH3:23])[CH3:22]. The catalyst is CO.[C].[Pd]. The product is [NH2:15][C:12]1[N:11]=[CH:10][C:9]([O:8][C:5]2[CH:6]=[CH:7][C:2]([Cl:1])=[C:3]([NH:18][C:19](=[O:25])[O:20][C:21]([CH3:22])([CH3:23])[CH3:24])[CH:4]=2)=[CH:14][CH:13]=1. The yield is 0.590. (4) The yield is 0.660. The reactants are [C:1]([O:5][C:6]([N:8]([C:25]([O:27][C:28]([CH3:31])([CH3:30])[CH3:29])=[O:26])[C:9]1[CH:13]=[C:12]([C:14]2[CH:19]=[CH:18][C:17]([Cl:20])=[CH:16][CH:15]=2)[S:11][C:10]=1[C:21]([O:23]C)=[O:22])=[O:7])([CH3:4])([CH3:3])[CH3:2].[OH-].[Na+]. The product is [C:1]([O:5][C:6]([N:8]([C:25]([O:27][C:28]([CH3:31])([CH3:30])[CH3:29])=[O:26])[C:9]1[CH:13]=[C:12]([C:14]2[CH:19]=[CH:18][C:17]([Cl:20])=[CH:16][CH:15]=2)[S:11][C:10]=1[C:21]([OH:23])=[O:22])=[O:7])([CH3:4])([CH3:3])[CH3:2]. The catalyst is C1COCC1.CO.